This data is from Catalyst prediction with 721,799 reactions and 888 catalyst types from USPTO. The task is: Predict which catalyst facilitates the given reaction. (1) Reactant: [CH:1]12[CH2:10][CH:5]([C:6](=[O:9])[CH2:7][CH2:8]1)[CH2:4][CH2:3][C:2]2=[O:11].[C:12]1([CH3:22])C(S(O)(=O)=O)=CC=CC=1.[OH2:23]. Product: [CH2:12]1[O:23][C:2]2([CH2:3][CH2:4][CH:5]3[CH2:10][CH:1]2[CH2:8][CH2:7][C:6]3=[O:9])[O:11][CH2:22]1. The catalyst class is: 196. (2) Reactant: C([O:3][C:4](=[O:31])[C:5]1[CH:10]=[CH:9][CH:8]=[C:7]([N:11]2[CH2:15][CH:14]([C:16]3[CH:21]=[CH:20][C:19]([O:22][CH3:23])=[C:18]([O:24][CH:25]4[CH2:29][CH2:28][CH2:27][CH2:26]4)[CH:17]=3)[CH2:13][C:12]2=[O:30])[CH:6]=1)C.[OH-].[Na+].Cl. Product: [CH:25]1([O:24][C:18]2[CH:17]=[C:16]([CH:14]3[CH2:15][N:11]([C:7]4[CH:6]=[C:5]([CH:10]=[CH:9][CH:8]=4)[C:4]([OH:31])=[O:3])[C:12](=[O:30])[CH2:13]3)[CH:21]=[CH:20][C:19]=2[O:22][CH3:23])[CH2:26][CH2:27][CH2:28][CH2:29]1. The catalyst class is: 88. (3) Reactant: [CH2:1]([C@@H:8]1[CH2:13][C@H:12]([C:14]2[CH:15]=[CH:16][C:17]3[O:28][CH2:27][C:20]4=[N:21][NH:22][C:23](=[O:26])[C@@H:24]([CH3:25])[N:19]4[C:18]=3[CH:29]=2)[CH2:11][CH2:10][N:9]1C(OC(C)(C)C)=O)[C:2]1[CH:7]=[CH:6][CH:5]=[CH:4][CH:3]=1.[C:37]([OH:43])([C:39]([F:42])([F:41])[F:40])=[O:38]. Product: [F:40][C:39]([F:42])([F:41])[C:37]([OH:43])=[O:38].[CH2:1]([C@@H:8]1[CH2:13][C@H:12]([C:14]2[CH:15]=[CH:16][C:17]3[O:28][CH2:27][C:20]4=[N:21][NH:22][C:23](=[O:26])[C@@H:24]([CH3:25])[N:19]4[C:18]=3[CH:29]=2)[CH2:11][CH2:10][NH:9]1)[C:2]1[CH:3]=[CH:4][CH:5]=[CH:6][CH:7]=1. The catalyst class is: 2. (4) Reactant: [CH3:1][C:2]1[N:6]([CH2:7][CH2:8][CH2:9][C:10]2[CH:15]=[CH:14][C:13]([CH2:16][CH2:17][CH2:18][CH2:19][CH2:20][CH2:21][CH3:22])=[CH:12][CH:11]=2)[C:5]([C:23]2[CH:40]=[CH:39][C:26]([O:27][C@H:28]([CH2:32][C:33]3[CH:38]=[CH:37][CH:36]=[CH:35][CH:34]=3)[C:29]([OH:31])=[O:30])=[CH:25][CH:24]=2)=[CH:4][CH:3]=1.[OH-].[Na+:42].C(O)C. Product: [CH3:1][C:2]1[N:6]([CH2:7][CH2:8][CH2:9][C:10]2[CH:15]=[CH:14][C:13]([CH2:16][CH2:17][CH2:18][CH2:19][CH2:20][CH2:21][CH3:22])=[CH:12][CH:11]=2)[C:5]([C:23]2[CH:40]=[CH:39][C:26]([O:27][C@H:28]([CH2:32][C:33]3[CH:34]=[CH:35][CH:36]=[CH:37][CH:38]=3)[C:29]([O-:31])=[O:30])=[CH:25][CH:24]=2)=[CH:4][CH:3]=1.[Na+:42]. The catalyst class is: 8. (5) Reactant: [NH2:1][C:2]1[C:11]([O:12][C:13]2[CH:18]=[CH:17][C:16]([CH2:19][C:20]([O:22]CC)=[O:21])=[CH:15][C:14]=2[O:25][CH3:26])=[CH:10][CH:9]=[C:8]2[C:3]=1[CH:4]=[CH:5][CH:6]=[N:7]2.N1C(C)=CC=CC=1C.[Cl:35][C:36]1[CH:41]=[CH:40][C:39]([S:42](Cl)(=[O:44])=[O:43])=[CH:38][CH:37]=1.[OH-].[Na+].Cl. Product: [Cl:35][C:36]1[CH:41]=[CH:40][C:39]([S:42]([NH:1][C:2]2[C:11]([O:12][C:13]3[CH:18]=[CH:17][C:16]([CH2:19][C:20]([OH:22])=[O:21])=[CH:15][C:14]=3[O:25][CH3:26])=[CH:10][CH:9]=[C:8]3[C:3]=2[CH:4]=[CH:5][CH:6]=[N:7]3)(=[O:44])=[O:43])=[CH:38][CH:37]=1. The catalyst class is: 387. (6) Reactant: C(ON=O)CC(C)C.N[C:10]1[S:11][C:12]([C:41]([C:43]2[CH:48]=[CH:47][CH:46]=[CH:45][C:44]=2[Cl:49])=[O:42])=[C:13]([C:15]2[N:16]=[N:17][N:18]([CH2:26][C:27]3[CH:32]=[C:31]([C:33]([F:36])([F:35])[F:34])[CH:30]=[C:29]([C:37]([F:40])([F:39])[F:38])[CH:28]=3)[C:19]=2[C:20]2[CH:21]=[N:22][CH:23]=[CH:24][CH:25]=2)[N:14]=1. Product: [F:40][C:37]([F:38])([F:39])[C:29]1[CH:28]=[C:27]([CH:32]=[C:31]([C:33]([F:36])([F:34])[F:35])[CH:30]=1)[CH2:26][N:18]1[C:19]([C:20]2[CH:21]=[N:22][CH:23]=[CH:24][CH:25]=2)=[C:15]([C:13]2[N:14]=[CH:10][S:11][C:12]=2[C:41]([C:43]2[CH:48]=[CH:47][CH:46]=[CH:45][C:44]=2[Cl:49])=[O:42])[N:16]=[N:17]1. The catalyst class is: 49.